From a dataset of Catalyst prediction with 721,799 reactions and 888 catalyst types from USPTO. Predict which catalyst facilitates the given reaction. (1) Reactant: [Cl:1][C:2]1[CH:7]=[CH:6][C:5]([C:8]2[CH:13]=[C:12]([CH3:14])[N:11]=[CH:10][C:9]=2[CH2:15][OH:16])=[C:4](F)[CH:3]=1.[H-].[Na+]. Product: [Cl:1][C:2]1[CH:7]=[CH:6][C:5]2[C:8]3[C:9](=[CH:10][N:11]=[C:12]([CH3:14])[CH:13]=3)[CH2:15][O:16][C:4]=2[CH:3]=1. The catalyst class is: 7. (2) Reactant: [CH:1]1([CH2:6][CH:7]([C:11]2[CH:16]=[CH:15][C:14]([S:17]([CH3:20])(=[O:19])=[O:18])=[C:13]([C:21]([F:24])([F:23])[F:22])[CH:12]=2)[C:8](O)=[O:9])[CH2:5][CH2:4][CH2:3][CH2:2]1.C(Cl)(=O)C(Cl)=O.[NH2:31][C:32]1[CH:41]=[CH:40][C:39]2[C:34](=[CH:35][CH:36]=[CH:37][CH:38]=2)[N:33]=1.C(N(CC)CC)C. Product: [CH:1]1([CH2:6][CH:7]([C:11]2[CH:16]=[CH:15][C:14]([S:17]([CH3:20])(=[O:18])=[O:19])=[C:13]([C:21]([F:22])([F:23])[F:24])[CH:12]=2)[C:8]([NH:31][C:32]2[CH:41]=[CH:40][C:39]3[C:34](=[CH:35][CH:36]=[CH:37][CH:38]=3)[N:33]=2)=[O:9])[CH2:5][CH2:4][CH2:3][CH2:2]1. The catalyst class is: 832. (3) Reactant: [O:1]=[C:2]1[N:7]([CH2:8][C:9]#[CH:10])[N:6]=[N:5][C:4]2=[C:11]([C:14](=[S:16])[NH2:15])[N:12]=[CH:13][N:3]12.Br[CH2:18][C:19]([C:21]1[S:22][CH:23]=[CH:24][CH:25]=1)=O. Product: [CH2:8]([N:7]1[C:2](=[O:1])[N:3]2[CH:13]=[N:12][C:11]([C:14]3[S:16][CH:18]=[C:19]([C:21]4[S:22][CH:23]=[CH:24][CH:25]=4)[N:15]=3)=[C:4]2[N:5]=[N:6]1)[C:9]#[CH:10]. The catalyst class is: 23. (4) Reactant: Cl.[NH2:2][CH2:3][CH2:4][CH2:5][N:6]1[C:14](=[O:15])[C:13]2[N:12]([CH2:16][C:17]3[CH:22]=[CH:21][C:20]([Cl:23])=[CH:19][CH:18]=3)[C:11]([O:24][C:25]3[CH:30]=[CH:29][CH:28]=[C:27]([O:31][C:32]([F:35])([F:34])[F:33])[CH:26]=3)=[N:10][C:9]=2[N:8]([CH3:36])[C:7]1=[O:37].[CH3:38][S:39](Cl)(=[O:41])=[O:40]. Product: [Cl:23][C:20]1[CH:21]=[CH:22][C:17]([CH2:16][N:12]2[C:13]3[C:14](=[O:15])[N:6]([CH2:5][CH2:4][CH2:3][NH:2][S:39]([CH3:38])(=[O:41])=[O:40])[C:7](=[O:37])[N:8]([CH3:36])[C:9]=3[N:10]=[C:11]2[O:24][C:25]2[CH:30]=[CH:29][CH:28]=[C:27]([O:31][C:32]([F:34])([F:33])[F:35])[CH:26]=2)=[CH:18][CH:19]=1. The catalyst class is: 20. (5) Reactant: [F:1][CH:2]([F:13])[O:3][C:4]1[C:5]([N+:10]([O-])=O)=[N:6][CH:7]=[CH:8][CH:9]=1.[Cl-].[NH4+]. Product: [F:13][CH:2]([F:1])[O:3][C:4]1[C:5]([NH2:10])=[N:6][CH:7]=[CH:8][CH:9]=1. The catalyst class is: 190. (6) Reactant: FC(F)(F)C(=N[Si](C)(C)C)O[Si](C)(C)C.[NH:16]1[CH:23]=[N:22][C:20]([NH2:21])=[N:19][C:17]1=[O:18].C[Si](OS(C(F)(F)F)(=O)=O)(C)C.Cl[C:37]1([O:43][C@H:42]([CH:44](C(C2C=CC(C)=CC=2)=O)[OH:45])[C@@:40](C(C2C=CC(C)=CC=2)=O)([OH:41])[CH2:39]1)O.C[O-].[Na+]. Product: [CH2:39]1[C@H:37]([N:16]2[C:17](=[O:18])[N:19]=[C:20]([NH2:21])[N:22]=[CH:23]2)[O:43][C@H:42]([CH2:44][OH:45])[C@H:40]1[OH:41]. The catalyst class is: 382.